This data is from Reaction yield outcomes from USPTO patents with 853,638 reactions. The task is: Predict the reaction yield, written as a fraction of the theoretical maximum amount of product (1.0 means a 100% yield; for example, 0.34 means a 34% yield). (1) The product is [F:29][C:27]1[C:5]2[N:6]([CH2:9][C:10]3[CH:26]=[CH:25][C:13]4[N:14]=[C:15]([NH:17][C@@H:18]5[CH2:23][CH2:22][CH2:21][CH2:20][C@H:19]5[OH:24])[S:16][C:12]=4[CH:11]=3)[CH:7]=[N:8][C:4]=2[CH:3]=[C:2]([CH:30]=[CH2:31])[CH:28]=1. The yield is 0.170. The reactants are Br[C:2]1[CH:28]=[C:27]([F:29])[C:5]2[N:6]([CH2:9][C:10]3[CH:26]=[CH:25][C:13]4[N:14]=[C:15]([NH:17][C@@H:18]5[CH2:23][CH2:22][CH2:21][CH2:20][C@H:19]5[OH:24])[S:16][C:12]=4[CH:11]=3)[CH:7]=[N:8][C:4]=2[CH:3]=1.[CH:30](B1OC(C)(C)C(C)(C)O1)=[CH2:31].C(=O)([O-])[O-].[Na+].[Na+].O1CCOCC1. The catalyst is C1C=CC(P(C2C=CC=CC=2)[C-]2C=CC=C2)=CC=1.C1C=CC(P(C2C=CC=CC=2)[C-]2C=CC=C2)=CC=1.Cl[Pd]Cl.[Fe+2].O. (2) The reactants are [OH:1][CH:2]1[CH2:20][CH:19]2[N:4]([C:5](=[O:39])[CH:6]([NH:31][C:32]([O:34][C:35]([CH3:38])([CH3:37])[CH3:36])=[O:33])[CH2:7][O:8][CH2:9][CH2:10][CH2:11][CH:12]=[CH:13][CH:14]3[C:16]([C:22]([NH:24][S:25]([CH:28]4[CH2:30][CH2:29]4)(=[O:27])=[O:26])=[O:23])([NH:17][C:18]2=[O:21])[CH2:15]3)[CH2:3]1.[O:40]([C:47]1[CH:52]=[CH:51][C:50]([N:53]=[C:54]=[O:55])=[CH:49][CH:48]=1)[C:41]1[CH:46]=[CH:45][CH:44]=[CH:43][CH:42]=1. No catalyst specified. The product is [O:40]([C:47]1[CH:48]=[CH:49][C:50]([NH:53][C:54]([O:1][CH:2]2[CH2:20][CH:19]3[N:4]([C:5](=[O:39])[CH:6]([NH:31][C:32]([O:34][C:35]([CH3:36])([CH3:38])[CH3:37])=[O:33])[CH2:7][O:8][CH2:9][CH2:10][CH2:11][CH:12]=[CH:13][CH:14]4[C:16]([C:22]([NH:24][S:25]([CH:28]5[CH2:29][CH2:30]5)(=[O:26])=[O:27])=[O:23])([NH:17][C:18]3=[O:21])[CH2:15]4)[CH2:3]2)=[O:55])=[CH:51][CH:52]=1)[C:41]1[CH:42]=[CH:43][CH:44]=[CH:45][CH:46]=1. The yield is 0.380.